Predict which catalyst facilitates the given reaction. From a dataset of Catalyst prediction with 721,799 reactions and 888 catalyst types from USPTO. (1) Reactant: [CH3:1][C:2]1([CH3:21])[C@@H:5]([C:6]([N:8]2[CH2:12][CH2:11][CH2:10][CH2:9]2)=[O:7])[CH2:4][C@H:3]1[NH:13]C(=O)OC(C)(C)C.CCN(CC)CC. Product: [NH2:13][C@@H:3]1[CH2:4][C@H:5]([C:6]([N:8]2[CH2:12][CH2:11][CH2:10][CH2:9]2)=[O:7])[C:2]1([CH3:21])[CH3:1]. The catalyst class is: 137. (2) Reactant: [S:1]([C:4]1[S:8][C:7]([NH2:9])=[N:6][CH:5]=1)[C:2]#N.[BH4-].[Na+].Br[CH2:13][C:14](C)([CH3:18])[C:15]([OH:17])=[O:16].C(N(C(C)C)CC)(C)C. Product: [NH2:9][C:7]1[S:8][C:4]([S:1][CH2:2][C:14]([CH3:18])([CH3:13])[C:15]([OH:17])=[O:16])=[CH:5][N:6]=1. The catalyst class is: 24. (3) Reactant: [O:1]1[CH2:4][CH:3]([N:5]2[CH2:10][CH2:9][N:8]([C:11]3[CH:16]=[CH:15][C:14]([NH:17][C:18]4[N:23]=[CH:22][N:21]=[C:20]([C:24]5[CH:25]=[CH:26][C:27]([O:32][C@@H:33]6[CH2:37][CH2:36][NH:35][CH2:34]6)=[C:28]([CH:31]=5)[C:29]#[N:30])[N:19]=4)=[CH:13][CH:12]=3)[CH2:7][CH2:6]2)[CH2:2]1.C(N(CC)C(C)C)(C)C.Cl[C:48]([O:50][CH3:51])=[O:49]. Product: [C:29]([C:28]1[CH:31]=[C:24]([C:20]2[N:19]=[C:18]([NH:17][C:14]3[CH:15]=[CH:16][C:11]([N:8]4[CH2:7][CH2:6][N:5]([CH:3]5[CH2:4][O:1][CH2:2]5)[CH2:10][CH2:9]4)=[CH:12][CH:13]=3)[N:23]=[CH:22][N:21]=2)[CH:25]=[CH:26][C:27]=1[O:32][C@@H:33]1[CH2:37][CH2:36][N:35]([C:48]([O:50][CH3:51])=[O:49])[CH2:34]1)#[N:30]. The catalyst class is: 4. (4) Reactant: [CH3:1][O:2][C:3](=[O:17])[C:4]([CH3:16])([CH3:15])[CH2:5][C:6]1[CH:11]=[C:10]([CH3:12])[C:9]([OH:13])=[CH:8][C:7]=1[CH3:14].[Br:18][CH2:19][CH2:20]Br.C(=O)([O-])[O-].[Cs+].[Cs+]. Product: [CH3:1][O:2][C:3](=[O:17])[C:4]([CH3:15])([CH3:16])[CH2:5][C:6]1[CH:11]=[C:10]([CH3:12])[C:9]([O:13][CH2:20][CH2:19][Br:18])=[CH:8][C:7]=1[CH3:14]. The catalyst class is: 10. (5) Reactant: [Br:1][C:2]1[S:3][CH:4]=[C:5]([C:7]([OH:9])=O)[N:6]=1.[NH:10]1[CH:19]2[CH:14]([CH2:15][CH2:16][CH2:17][CH2:18]2)[CH2:13][CH2:12][CH2:11]1.CCN(C(C)C)C(C)C.C1CN([P+](Br)(N2CCCC2)N2CCCC2)CC1.F[P-](F)(F)(F)(F)F. Product: [Br:1][C:2]1[S:3][CH:4]=[C:5]([C:7]([N:10]2[CH:19]3[CH:14]([CH2:15][CH2:16][CH2:17][CH2:18]3)[CH2:13][CH2:12][CH2:11]2)=[O:9])[N:6]=1. The catalyst class is: 2.